From a dataset of Forward reaction prediction with 1.9M reactions from USPTO patents (1976-2016). Predict the product of the given reaction. (1) Given the reactants [F:1][C:2]([F:48])([F:47])[C:3]1[CH:4]=[C:5]([C@H:13]2[O:17][C:16](=[O:18])[N:15]([CH2:19][C:20]3[CH2:25][C:24]([CH3:27])([CH3:26])[CH2:23][CH2:22][C:21]=3[C:28]3[CH:29]=[C:30]([C:36]4[CH2:41][CH2:40][CH:39]([C:42]([O:44]C)=[O:43])[CH2:38][CH:37]=4)[CH:31]=[CH:32][C:33]=3[O:34][CH3:35])[C@H:14]2[CH3:46])[CH:6]=[C:7]([C:9]([F:12])([F:11])[F:10])[CH:8]=1.[OH-].[Li+].Cl, predict the reaction product. The product is: [F:48][C:2]([F:1])([F:47])[C:3]1[CH:4]=[C:5]([C@H:13]2[O:17][C:16](=[O:18])[N:15]([CH2:19][C:20]3[CH2:25][C:24]([CH3:27])([CH3:26])[CH2:23][CH2:22][C:21]=3[C:28]3[CH:29]=[C:30]([C:36]4[CH2:41][CH2:40][CH:39]([C:42]([OH:44])=[O:43])[CH2:38][CH:37]=4)[CH:31]=[CH:32][C:33]=3[O:34][CH3:35])[C@H:14]2[CH3:46])[CH:6]=[C:7]([C:9]([F:11])([F:10])[F:12])[CH:8]=1. (2) Given the reactants P(Cl)(Cl)(Cl)=O.[NH:6]1[C:14]2[C:9](=[CH:10][CH:11]=[C:12]3[O:17][CH2:16][CH2:15][C:13]3=2)[CH:8]=[CH:7]1.[OH-].[Na+].O.CN(C)[C:23](=[O:25])[CH3:24], predict the reaction product. The product is: [C:23]([C:8]1[C:9]2[C:14](=[C:13]3[CH2:15][CH2:16][O:17][C:12]3=[CH:11][CH:10]=2)[NH:6][CH:7]=1)(=[O:25])[CH3:24].